The task is: Predict the reactants needed to synthesize the given product.. This data is from Full USPTO retrosynthesis dataset with 1.9M reactions from patents (1976-2016). The reactants are: [CH3:1][S:2]([C:5]1[N:10]=[CH:9][C:8]([O:11][C:12]2[CH:13]=[C:14]3[C:18](=[C:19]([O:21][CH:22]4[CH2:27][CH2:26][O:25][CH2:24][CH2:23]4)[CH:20]=2)[NH:17][C:16]([C:28]2[S:29][CH:30]([CH2:33][C:34]([OH:36])=O)[CH2:31][N:32]=2)=[CH:15]3)=[CH:7][CH:6]=1)(=[O:4])=[O:3].O.O[N:39]1[C:43]2C=CC=C[C:42]=2N=N1.Cl.C(N=C=NCCCN(C)C)C.O1CCCC1.C(N)C. Given the product [CH2:43]([NH:39][C:34](=[O:36])[CH2:33][CH:30]1[S:29][C:28]([C:16]2[NH:17][C:18]3[C:14]([CH:15]=2)=[CH:13][C:12]([O:11][C:8]2[CH:9]=[N:10][C:5]([S:2]([CH3:1])(=[O:3])=[O:4])=[CH:6][CH:7]=2)=[CH:20][C:19]=3[O:21][CH:22]2[CH2:27][CH2:26][O:25][CH2:24][CH2:23]2)=[N:32][CH2:31]1)[CH3:42], predict the reactants needed to synthesize it.